This data is from Full USPTO retrosynthesis dataset with 1.9M reactions from patents (1976-2016). The task is: Predict the reactants needed to synthesize the given product. Given the product [Cl:24][C:21]1[CH:20]=[CH:19][C:18]([C:11]2[C:10]3[CH2:9][NH:8][CH2:17][CH2:16][CH2:15][C:14]=3[N:13]([CH2:29][C:28]3[CH:31]=[CH:32][C:33]([F:34])=[C:26]([F:25])[CH:27]=3)[N:12]=2)=[CH:23][CH:22]=1, predict the reactants needed to synthesize it. The reactants are: C(OC([N:8]1[CH2:17][CH2:16][CH2:15][C:14]2[NH:13][N:12]=[C:11]([C:18]3[CH:23]=[CH:22][C:21]([Cl:24])=[CH:20][CH:19]=3)[C:10]=2[CH2:9]1)=O)(C)(C)C.[F:25][C:26]1[CH:27]=[C:28]([CH:31]=[CH:32][C:33]=1[F:34])[CH2:29]Br.